From a dataset of Full USPTO retrosynthesis dataset with 1.9M reactions from patents (1976-2016). Predict the reactants needed to synthesize the given product. Given the product [CH2:1]([O:8][C@H:9]1[CH:14]=[CH:13][O:12][C@@H:11]([CH3:15])[C@@H:10]1[O:16][CH2:20][CH2:21][CH2:22][CH3:23])[C:2]1[CH:3]=[CH:4][CH:5]=[CH:6][CH:7]=1, predict the reactants needed to synthesize it. The reactants are: [CH2:1]([O:8][C@H:9]1[CH:14]=[CH:13][O:12][C@@H:11]([CH3:15])[C@@H:10]1[OH:16])[C:2]1[CH:7]=[CH:6][CH:5]=[CH:4][CH:3]=1.[H-].[Na+].I[CH2:20][CH2:21][CH2:22][CH3:23].